This data is from Forward reaction prediction with 1.9M reactions from USPTO patents (1976-2016). The task is: Predict the product of the given reaction. (1) Given the reactants [C:1]([C:5]1[CH2:6][CH2:7][CH2:8][N:9]=1)([CH3:4])([CH3:3])[CH3:2].N1CCCC1=O.[BH4-].[Na+].[ClH:18], predict the reaction product. The product is: [ClH:18].[C:1]([CH:5]1[CH2:6][CH2:7][CH2:8][NH:9]1)([CH3:4])([CH3:3])[CH3:2]. (2) The product is: [CH3:1][C:2]1([C:11]2[CH:12]=[CH:13][CH:14]=[CH:15][CH:16]=2)[C:3](=[O:4])[CH:5]=[C:6]([C:8]([NH:17][CH2:18][CH2:19][NH:20][C:21](=[O:27])[O:22][C:23]([CH3:25])([CH3:24])[CH3:26])=[O:10])[O:7]1. Given the reactants [CH3:1][C:2]1([C:11]2[CH:12]=[CH:13][CH:14]=[CH:15][CH:16]=2)[O:7][C:6]([C:8]([OH:10])=O)=[CH:5][C:3]1=[O:4].[NH2:17][CH2:18][CH2:19][NH:20][C:21](=[O:27])[O:22][C:23]([CH3:26])([CH3:25])[CH3:24].C(Cl)CCl, predict the reaction product. (3) The product is: [F:11][C:5]1[C:4]2[C:8](=[CH:9][CH:10]=[C:2]([C:61]3[CH:62]=[C:63]([NH:67][C@H:68]([C:75]4[CH:80]=[CH:79][CH:78]=[CH:77][CH:76]=4)[CH2:69][NH:70][C:71](=[O:74])[CH2:72][CH3:73])[CH:64]=[N:65][CH:66]=3)[CH:3]=2)[NH:7][N:6]=1. Given the reactants Br[C:2]1[CH:3]=[C:4]2[C:8](=[CH:9][CH:10]=1)[NH:7][N:6]=[C:5]2[F:11].B1(B2OC(C)(C)C(C)(C)O2)OC(C)(C)C(C)(C)O1.C(P(C12CC3CC(CC(C3)C1)C2)C12CC3CC(CC(C3)C1)C2)CCC.C([O-])(=O)C.[K+].Br[C:61]1[CH:62]=[C:63]([NH:67][C@H:68]([C:75]2[CH:80]=[CH:79][CH:78]=[CH:77][CH:76]=2)[CH2:69][NH:70][C:71](=[O:74])[CH2:72][CH3:73])[CH:64]=[N:65][CH:66]=1.C(=O)([O-])[O-].[K+].[K+], predict the reaction product.